Dataset: Reaction yield outcomes from USPTO patents with 853,638 reactions. Task: Predict the reaction yield, written as a fraction of the theoretical maximum amount of product (1.0 means a 100% yield; for example, 0.34 means a 34% yield). (1) The reactants are [Br:1][C:2]1[CH:11]=[C:10]([Br:12])[C:9]([OH:13])=[C:8]2[C:3]=1[CH:4]=[CH:5][C:6]([CH3:14])=[N:7]2.[Se](=O)=[O:16].O1CCOCC1. The catalyst is O. The product is [Br:1][C:2]1[CH:11]=[C:10]([Br:12])[C:9]([OH:13])=[C:8]2[C:3]=1[CH:4]=[CH:5][C:6]([CH:14]=[O:16])=[N:7]2. The yield is 0.980. (2) The reactants are Cl.[C:2]([O:6][C:7](=[O:10])[CH2:8][NH2:9])([CH3:5])([CH3:4])[CH3:3].C(N(CC)C(C)C)(C)C.ClC(Cl)(O[C:24](=[O:30])[O:25][C:26](Cl)(Cl)Cl)Cl.O[CH2:33][C:34]1(C)[O:38][C:37]2=[N:39][C:40]([N+:42]([O-:44])=[O:43])=[CH:41][N:36]2[CH2:35]1. The catalyst is C(Cl)Cl.CN(C=O)C.O. The product is [C:2]([O:6][C:7](=[O:10])[CH2:8][NH:9][C:24]([O:25][CH2:26][C:34]1([CH3:33])[O:38][C:37]2=[N:39][C:40]([N+:42]([O-:44])=[O:43])=[CH:41][N:36]2[CH2:35]1)=[O:30])([CH3:5])([CH3:4])[CH3:3]. The yield is 0.0700. (3) The catalyst is CO.O.O.O.O.O.O.[Ni](Cl)Cl. The product is [NH2:29][C:4]1[CH:3]=[C:2]([Br:1])[CH:7]=[C:6]([C:8]([F:9])([F:10])[F:11])[C:5]=1[N:12]([CH2:18][C:19]1[CH:24]=[CH:23][CH:22]=[C:21]([C:25]([F:28])([F:26])[F:27])[CH:20]=1)[C:13](=[O:17])[O:14][CH2:15][CH3:16]. The yield is 1.00. The reactants are [Br:1][C:2]1[CH:7]=[C:6]([C:8]([F:11])([F:10])[F:9])[C:5]([N:12]([CH2:18][C:19]2[CH:24]=[CH:23][CH:22]=[C:21]([C:25]([F:28])([F:27])[F:26])[CH:20]=2)[C:13](=[O:17])[O:14][CH2:15][CH3:16])=[C:4]([N+:29]([O-])=O)[CH:3]=1.[BH4-].[Na+].Cl.C(=O)(O)[O-].[Na+]. (4) The reactants are [F:1][C:2]1[N:10]=[CH:9][C:8]([CH3:11])=[CH:7][C:3]=1[C:4](O)=[O:5].Cl.[CH3:13][NH:14][O:15][CH3:16].C(N(C(C)C)CC)(C)C.CN(C(ON1N=NC2C=CC=CC1=2)=[N+](C)C)C.[B-](F)(F)(F)F. The catalyst is ClCCl. The product is [F:1][C:2]1[N:10]=[CH:9][C:8]([CH3:11])=[CH:7][C:3]=1[C:4]([N:14]([O:15][CH3:16])[CH3:13])=[O:5]. The yield is 0.870. (5) The reactants are [CH:1]1([CH2:4][N:5]2[C:13]3[C:8](=[CH:9][CH:10]=[C:11]([O:14][CH2:15][CH3:16])[CH:12]=3)[C:7]([F:17])=[C:6]2[C:18]2[CH:23]=[CH:22][C:21]([NH2:24])=[CH:20][CH:19]=2)[CH2:3][CH2:2]1.[CH:25]([O:28][C:29](Cl)=[O:30])([CH3:27])[CH3:26]. The catalyst is N1C=CC=CC=1. The product is [CH:25]([O:28][C:29](=[O:30])[NH:24][C:21]1[CH:20]=[CH:19][C:18]([C:6]2[N:5]([CH2:4][CH:1]3[CH2:3][CH2:2]3)[C:13]3[C:8]([C:7]=2[F:17])=[CH:9][CH:10]=[C:11]([O:14][CH2:15][CH3:16])[CH:12]=3)=[CH:23][CH:22]=1)([CH3:27])[CH3:26]. The yield is 0.920. (6) The catalyst is CO. The reactants are C(=O)([S:3][CH2:4][C:5](=[O:16])[NH:6][CH2:7][C:8]1[CH:13]=[CH:12][C:11]([Cl:14])=[CH:10][C:9]=1[Cl:15])C.[OH-].[Na+]. The product is [Cl:15][C:9]1[CH:10]=[C:11]([Cl:14])[CH:12]=[CH:13][C:8]=1[CH2:7][NH:6][C:5](=[O:16])[CH2:4][SH:3]. The yield is 0.950. (7) The reactants are C1(P(C2C=CC=CC=2)C2C=CC=CC=2)C=CC=CC=1.CC(OC(/N=N/C(OC(C)C)=O)=O)C.[Br:34][CH2:35][CH2:36][CH2:37][OH:38].[Cl:39][C:40]1[CH:45]=[CH:44][C:43](O)=[C:42]([N+:47]([O-:49])=[O:48])[CH:41]=1. The catalyst is C1COCC1. The product is [Br:34][CH2:35][CH2:36][CH2:37][O:38][C:43]1[CH:44]=[CH:45][C:40]([Cl:39])=[CH:41][C:42]=1[N+:47]([O-:49])=[O:48]. The yield is 0.600. (8) The reactants are [C:1]([NH:4][NH:5][C:6]([C:8]1[CH:26]=[CH:25][C:11]2[S:12][CH2:13][CH2:14][N:15]([S:16]([C:19]3[N:20]=[CH:21][N:22]([CH3:24])[CH:23]=3)(=[O:18])=[O:17])[C:10]=2[CH:9]=1)=[O:7])(=O)[CH3:2].C1CCN2C(=NCCC2)CC1.CC[N+](S(N=C(OC)[O-])(=O)=O)(CC)CC. The catalyst is C1COCC1. The product is [CH3:2][C:1]1[O:7][C:6]([C:8]2[CH:26]=[CH:25][C:11]3[S:12][CH2:13][CH2:14][N:15]([S:16]([C:19]4[N:20]=[CH:21][N:22]([CH3:24])[CH:23]=4)(=[O:17])=[O:18])[C:10]=3[CH:9]=2)=[N:5][N:4]=1. The yield is 0.670.